This data is from Catalyst prediction with 721,799 reactions and 888 catalyst types from USPTO. The task is: Predict which catalyst facilitates the given reaction. (1) Reactant: [CH3:1]I.C(=O)([O-])[O-].[K+].[K+].[Cl:9][C:10]1[CH:11]=[C:12]2[S:18][C:17]([SH:19])=[N:16][C:13]2=[N:14][CH:15]=1.O. The catalyst class is: 9. Product: [Cl:9][C:10]1[CH:11]=[C:12]2[S:18][C:17]([S:19][CH3:1])=[N:16][C:13]2=[N:14][CH:15]=1. (2) Reactant: [OH:1][C:2]1[C:7]([CH3:8])=[C:6]([OH:9])[CH:5]=[CH:4][C:3]=1[C:10](=[O:13])[CH2:11][CH3:12].C(N(C(C)C)CC)(C)C.Cl[CH2:24][O:25][CH3:26]. Product: [OH:1][C:2]1[C:7]([CH3:8])=[C:6]([O:9][CH2:24][O:25][CH3:26])[CH:5]=[CH:4][C:3]=1[C:10](=[O:13])[CH2:11][CH3:12]. The catalyst class is: 4. (3) Reactant: [NH2:1][C:2]1[CH:3]=[C:4]([NH:9][C:10](=[O:22])[C:11]2[CH:16]=[CH:15][CH:14]=[C:13]([C:17]([C:20]#[N:21])([CH3:19])[CH3:18])[CH:12]=2)[CH:5]=[CH:6][C:7]=1[CH3:8].Br[C:24]1[CH:25]=[C:26]2[C:31](=[CH:32][CH:33]=1)[N:30]=[CH:29][CH:28]=[N:27]2.C1C=CC(P(C2C(C3C(P(C4C=CC=CC=4)C4C=CC=CC=4)=CC=C4C=3C=CC=C4)=C3C(C=CC=C3)=CC=2)C2C=CC=CC=2)=CC=1.CC(C)([O-])C.[Na+]. Product: [C:20]([C:17]([C:13]1[CH:12]=[C:11]([CH:16]=[CH:15][CH:14]=1)[C:10]([NH:9][C:4]1[CH:5]=[CH:6][C:7]([CH3:8])=[C:2]([NH:1][C:24]2[CH:25]=[C:26]3[C:31](=[CH:32][CH:33]=2)[N:30]=[CH:29][CH:28]=[N:27]3)[CH:3]=1)=[O:22])([CH3:19])[CH3:18])#[N:21]. The catalyst class is: 101. (4) Reactant: [Br:1][C:2]1[CH:10]=[CH:9][C:5]([C:6](O)=[O:7])=[C:4]([F:11])[CH:3]=1.Cl.[CH3:13][NH:14][O:15][CH3:16].CCN=C=NCCCN(C)C. Product: [Br:1][C:2]1[CH:10]=[CH:9][C:5]([C:6]([N:14]([O:15][CH3:16])[CH3:13])=[O:7])=[C:4]([F:11])[CH:3]=1. The catalyst class is: 6. (5) Reactant: [C:1]([C:9]1[CH:17]=[CH:16][C:12]([C:13]([OH:15])=[O:14])=[CH:11][CH:10]=1)(=O)[C:2]1[CH:7]=[CH:6][CH:5]=[CH:4][CH:3]=1.C([SiH](CC)CC)C. Product: [CH2:1]([C:9]1[CH:10]=[CH:11][C:12]([C:13]([OH:15])=[O:14])=[CH:16][CH:17]=1)[C:2]1[CH:3]=[CH:4][CH:5]=[CH:6][CH:7]=1. The catalyst class is: 55. (6) Reactant: FC(F)(F)C(O)=O.C[O:9][C:10](=[O:44])/[C:11](/[NH:22][C:23](=[O:43])[C:24]1[C:29]([CH3:30])=[CH:28][C:27]([C:31]([NH:33][CH2:34][C:35]2[CH:40]=[CH:39][CH:38]=[C:37]([OH:41])[CH:36]=2)=[O:32])=[CH:26][C:25]=1[Cl:42])=[CH:12]/[C:13]1[CH:21]=[CH:20][C:16]2[NH:17][N:18]=[N:19][C:15]=2[CH:14]=1.O.[OH-].[Li+]. Product: [NH:17]1[C:16]2[CH:20]=[CH:21][C:13](/[CH:12]=[C:11](\[NH:22][C:23](=[O:43])[C:24]3[C:29]([CH3:30])=[CH:28][C:27]([C:31]([NH:33][CH2:34][C:35]4[CH:40]=[CH:39][CH:38]=[C:37]([OH:41])[CH:36]=4)=[O:32])=[CH:26][C:25]=3[Cl:42])/[C:10]([OH:44])=[O:9])=[CH:14][C:15]=2[N:19]=[N:18]1. The catalyst class is: 364. (7) Reactant: [CH2:1]([N:3]([CH2:16][CH3:17])[C:4](=[O:15])[CH2:5][C:6]1[CH:11]=[CH:10][CH:9]=[CH:8][C:7]=1[N+:12]([O-])=O)[CH3:2].[CH:18]([Mg]Br)=[CH2:19].[Cl-].[NH4+]. Product: [CH2:1]([N:3]([CH2:16][CH3:17])[C:4](=[O:15])[CH2:5][C:6]1[CH:11]=[CH:10][CH:9]=[C:8]2[C:7]=1[NH:12][CH:19]=[CH:18]2)[CH3:2]. The catalyst class is: 7. (8) Reactant: [O:1]1[C:5]2[CH:6]=[CH:7][CH:8]=[CH:9][C:4]=2[N:3]=[C:2]1[NH:10][C:11]1[C:16]([Cl:17])=[CH:15][C:14]([CH2:18][C:19]([O:21]CC)=[O:20])=[C:13]([F:24])[CH:12]=1.[OH-].[Na+]. Product: [O:1]1[C:5]2[CH:6]=[CH:7][CH:8]=[CH:9][C:4]=2[N:3]=[C:2]1[NH:10][C:11]1[C:16]([Cl:17])=[CH:15][C:14]([CH2:18][C:19]([OH:21])=[O:20])=[C:13]([F:24])[CH:12]=1. The catalyst class is: 1. (9) Reactant: [F:1][C:2]1[C:3]([C:9]2[N:13]([CH:14]3[CH2:19][CH2:18][O:17][CH2:16][CH2:15]3)[C:12]([CH3:20])=[N:11][CH:10]=2)=[N:4][C:5]([NH2:8])=[N:6][CH:7]=1.Br[C:22]1[CH:23]=[CH:24][C:25]([S:28]([CH2:31][CH3:32])(=[O:30])=[O:29])=[N:26][CH:27]=1.C([O-])([O-])=O.[Cs+].[Cs+].CC1(C)C2C(=C(P(C3C=CC=CC=3)C3C=CC=CC=3)C=CC=2)OC2C(P(C3C=CC=CC=3)C3C=CC=CC=3)=CC=CC1=2. Product: [CH2:31]([S:28]([C:25]1[N:26]=[CH:27][C:22]([NH:8][C:5]2[N:4]=[C:3]([C:9]3[N:13]([CH:14]4[CH2:19][CH2:18][O:17][CH2:16][CH2:15]4)[C:12]([CH3:20])=[N:11][CH:10]=3)[C:2]([F:1])=[CH:7][N:6]=2)=[CH:23][CH:24]=1)(=[O:29])=[O:30])[CH3:32]. The catalyst class is: 102. (10) Reactant: [Li]CCCC.Br[C:7]1[CH:15]=[CH:14][C:10]2[O:11][CH2:12][O:13][C:9]=2[CH:8]=1.[O:16]1[C:20]2([CH2:25][CH2:24][C:23](=[O:26])[CH2:22][CH2:21]2)[O:19][CH2:18][CH2:17]1. Product: [O:11]1[C:10]2[CH:14]=[CH:15][C:7]([C:23]3([OH:26])[CH2:24][CH2:25][C:20]4([O:19][CH2:18][CH2:17][O:16]4)[CH2:21][CH2:22]3)=[CH:8][C:9]=2[O:13][CH2:12]1. The catalyst class is: 1.